From a dataset of Full USPTO retrosynthesis dataset with 1.9M reactions from patents (1976-2016). Predict the reactants needed to synthesize the given product. (1) The reactants are: [N+:1]1([O-])[C:5]2[CH:6]=[CH:7][CH:8]=[N:9][C:4]=2[NH:3][CH:2]=1.CS([Cl:15])(=O)=O. Given the product [Cl:15][C:6]1[CH:7]=[CH:8][N:9]=[C:4]2[NH:3][CH:2]=[N:1][C:5]=12, predict the reactants needed to synthesize it. (2) The reactants are: [C:1]1(=[O:7])O[C:4](=[O:5])[CH:3]=[CH:2]1.C(O[C:12](=O)[CH3:13])(=O)C.[CH2:15]([N:17](CC)CC)C.CC([O-])=O.[Na+]. Given the product [CH2:1]=[CH:2][CH:3]=[CH2:4].[C:1]1(=[O:7])[NH:17][C:4](=[O:5])[CH:3]=[CH:2]1.[C:1]1(=[O:7])[NH:17][C:4](=[O:5])[CH:3]=[CH:2]1.[C:15](#[N:17])[CH:12]=[CH2:13], predict the reactants needed to synthesize it.